Dataset: Forward reaction prediction with 1.9M reactions from USPTO patents (1976-2016). Task: Predict the product of the given reaction. (1) Given the reactants [Si:1]([O:8][C@@H:9]1[C@@:26]2([CH3:27])[C:13](=[CH:14][CH:15]=[C:16]3[C@@H:25]2[CH2:24][CH2:23][C@@:21]2([CH3:22])[C@H:17]3[CH2:18][CH:19]=[C:20]2[CH2:28][OH:29])[CH2:12][C@@H:11]([O:30][Si:31]([C:34]([CH3:37])([CH3:36])[CH3:35])([CH3:33])[CH3:32])[CH2:10]1)([C:4]([CH3:7])([CH3:6])[CH3:5])([CH3:3])[CH3:2].[H-].[Na+].[CH3:40][N:41]([CH3:46])[C:42](=[O:45])[CH:43]=[CH2:44].[Cl-].[NH4+], predict the reaction product. The product is: [Si:1]([O:8][C@@H:9]1[C@@:26]2([CH3:27])[C:13](=[CH:14][CH:15]=[C:16]3[C@@H:25]2[CH2:24][CH2:23][C@@:21]2([CH3:22])[C@H:17]3[CH2:18][CH:19]=[C:20]2[CH2:28][O:29][CH2:44][CH2:43][C:42]([N:41]([CH3:46])[CH3:40])=[O:45])[CH2:12][C@@H:11]([O:30][Si:31]([C:34]([CH3:37])([CH3:36])[CH3:35])([CH3:32])[CH3:33])[CH2:10]1)([C:4]([CH3:7])([CH3:6])[CH3:5])([CH3:3])[CH3:2]. (2) Given the reactants [F:1][C:2]1[CH:7]=[CH:6][CH:5]=[CH:4][C:3]=1[N:8]1[C:12]([C:13]2[CH:18]=[CH:17][N:16]=[CH:15][CH:14]=2)=[C:11]([C:19]([O:21]CC)=O)[N:10]=[N:9]1.O[N:25]=[C:26]([NH2:33])[C:27]1[CH:32]=[CH:31][CH:30]=[CH:29][CH:28]=1, predict the reaction product. The product is: [F:1][C:2]1[CH:7]=[CH:6][CH:5]=[CH:4][C:3]=1[N:8]1[C:12]([C:13]2[CH:14]=[CH:15][N:16]=[CH:17][CH:18]=2)=[C:11]([C:19]2[O:21][N:33]=[C:26]([C:27]3[CH:32]=[CH:31][CH:30]=[CH:29][CH:28]=3)[N:25]=2)[N:10]=[N:9]1. (3) The product is: [OH:23][C@@:16]1([C:15]#[C:14][C:10]2[CH:9]=[C:8]([C:6]3[N:5]=[C:4]([C:24]([O:26][CH2:27][CH3:28])=[O:25])[CH:3]=[C:2]([C:34]4[CH:39]=[N:38][CH:37]=[CH:36][N:35]=4)[N:7]=3)[CH:13]=[CH:12][CH:11]=2)[CH2:20][CH2:19][N:18]([CH3:21])[C:17]1=[O:22]. Given the reactants Cl[C:2]1[N:7]=[C:6]([C:8]2[CH:13]=[CH:12][CH:11]=[C:10]([C:14]#[C:15][C@:16]3([OH:23])[CH2:20][CH2:19][N:18]([CH3:21])[C:17]3=[O:22])[CH:9]=2)[N:5]=[C:4]([C:24]([O:26][CH2:27][CH3:28])=[O:25])[CH:3]=1.C([Sn](CCCC)(CCCC)[C:34]1[CH:39]=[N:38][CH:37]=[CH:36][N:35]=1)CCC, predict the reaction product. (4) The product is: [C:23]([O:22][C:20]([NH:9][CH2:8][CH2:7][C:6]1[CH:10]=[CH:11][CH:12]=[C:4]([N+:1]([O-:3])=[O:2])[CH:5]=1)=[O:21])([CH3:26])([CH3:25])[CH3:24]. Given the reactants [N+:1]([C:4]1[CH:5]=[C:6]([CH:10]=[CH:11][CH:12]=1)[CH2:7][CH2:8][NH2:9])([O-:3])=[O:2].C(N(CC)CC)C.[C:20](O[C:20]([O:22][C:23]([CH3:26])([CH3:25])[CH3:24])=[O:21])([O:22][C:23]([CH3:26])([CH3:25])[CH3:24])=[O:21], predict the reaction product. (5) The product is: [CH3:1][C:2]1([CH3:19])[C:3](=[O:4])[NH:22][N:21]=[C:8]1[C:10]1[CH:15]=[CH:14][C:13]([N+:16]([O-:18])=[O:17])=[CH:12][CH:11]=1. Given the reactants [CH3:1][C:2]([CH3:19])([C:8]([C:10]1[CH:15]=[CH:14][C:13]([N+:16]([O-:18])=[O:17])=[CH:12][CH:11]=1)=O)[C:3](OCC)=[O:4].O.[NH2:21][NH2:22], predict the reaction product. (6) Given the reactants [Cl:1][C:2]1[CH:3]=[CH:4][C:5](F)=[C:6]([CH:9]=1)[CH:7]=[O:8].[NH:11]1[CH:15]=[CH:14][N:13]=[N:12]1.C([O-])([O-])=O.[Cs+].[Cs+], predict the reaction product. The product is: [Cl:1][C:2]1[CH:3]=[CH:4][C:5]([N:11]2[CH:15]=[CH:14][N:13]=[N:12]2)=[C:6]([CH:9]=1)[CH:7]=[O:8]. (7) Given the reactants [OH:1][C:2]1[CH:3]=[C:4]([CH:9]=[C:10]([O:12][CH:13]([CH3:15])[CH3:14])[CH:11]=1)[C:5]([O:7]C)=[O:6].[N:16]1([C:20]([C:22]2[CH:27]=[CH:26][C:25](Br)=[CH:24][N:23]=2)=[O:21])[CH2:19][CH2:18][CH2:17]1.C(=O)([O-])[O-].[Cs+].[Cs+], predict the reaction product. The product is: [N:16]1([C:20]([C:22]2[N:23]=[CH:24][C:25]([O:1][C:2]3[CH:3]=[C:4]([CH:9]=[C:10]([O:12][CH:13]([CH3:15])[CH3:14])[CH:11]=3)[C:5]([OH:7])=[O:6])=[CH:26][CH:27]=2)=[O:21])[CH2:19][CH2:18][CH2:17]1. (8) The product is: [CH2:1]([O:8][C:9]([NH:11][C@@H:12]1[CH2:17][CH2:16][N:15]([C:18]([O:20][C:21]([CH3:22])([CH3:24])[CH3:23])=[O:19])[CH2:14][C@H:13]1[O:25][S:34]([CH3:33])(=[O:36])=[O:35])=[O:10])[C:2]1[CH:3]=[CH:4][CH:5]=[CH:6][CH:7]=1. Given the reactants [CH2:1]([O:8][C:9]([NH:11][C@@H:12]1[CH2:17][CH2:16][N:15]([C:18]([O:20][C:21]([CH3:24])([CH3:23])[CH3:22])=[O:19])[CH2:14][C@H:13]1[OH:25])=[O:10])[C:2]1[CH:7]=[CH:6][CH:5]=[CH:4][CH:3]=1.C(N(CC)CC)C.[CH3:33][S:34](Cl)(=[O:36])=[O:35], predict the reaction product. (9) Given the reactants [CH3:1][O:2][C:3]1[CH:8]=[CH:7][CH:6]=[CH:5][C:4]=1[N:9]1[CH2:14][CH2:13][C:12]([C:17]2[CH:22]=[CH:21][CH:20]=[C:19]([O:23][CH3:24])[CH:18]=2)([C:15]#[N:16])[CH2:11][CH2:10]1.[H-].[Al+3].[Li+].[H-].[H-].[H-].N.C(N(CC)CC)C.[CH3:39][S:40](Cl)(=[O:42])=[O:41].C(=O)(O)[O-].[Na+], predict the reaction product. The product is: [CH3:1][O:2][C:3]1[CH:8]=[CH:7][CH:6]=[CH:5][C:4]=1[N:9]1[CH2:10][CH2:11][C:12]([CH2:15][NH:16][S:40]([CH3:39])(=[O:42])=[O:41])([C:17]2[CH:22]=[CH:21][CH:20]=[C:19]([O:23][CH3:24])[CH:18]=2)[CH2:13][CH2:14]1.